Task: Regression. Given a peptide amino acid sequence and an MHC pseudo amino acid sequence, predict their binding affinity value. This is MHC class II binding data.. Dataset: Peptide-MHC class II binding affinity with 134,281 pairs from IEDB (1) The peptide sequence is GPNELGRFKHTDA. The MHC is DRB1_0101 with pseudo-sequence DRB1_0101. The binding affinity (normalized) is 0. (2) The binding affinity (normalized) is 0.218. The peptide sequence is LVGPTPVNVIGRNLLTQIGC. The MHC is DRB1_0404 with pseudo-sequence DRB1_0404. (3) The peptide sequence is TLEVHAVKPAAEEVK. The MHC is DRB1_0401 with pseudo-sequence DRB1_0401. The binding affinity (normalized) is 0.247.